Dataset: Full USPTO retrosynthesis dataset with 1.9M reactions from patents (1976-2016). Task: Predict the reactants needed to synthesize the given product. Given the product [Br:1][C:2]1[C:3]([N:22]([CH2:28][CH2:29][CH2:30][OH:31])[S:23]([CH3:26])(=[O:24])=[O:25])=[CH:4][C:5]2[O:9][C:8]([C:10]3[CH:11]=[CH:12][C:13]([F:16])=[CH:14][CH:15]=3)=[C:7]([C:17]([NH:19][CH3:20])=[O:18])[C:6]=2[CH:21]=1, predict the reactants needed to synthesize it. The reactants are: [Br:1][C:2]1[C:3]([NH:22][S:23]([CH3:26])(=[O:25])=[O:24])=[CH:4][C:5]2[O:9][C:8]([C:10]3[CH:15]=[CH:14][C:13]([F:16])=[CH:12][CH:11]=3)=[C:7]([C:17]([NH:19][CH3:20])=[O:18])[C:6]=2[CH:21]=1.Br[CH2:28][CH2:29][CH2:30][OH:31].C([O-])([O-])=O.[K+].[K+].